From a dataset of Forward reaction prediction with 1.9M reactions from USPTO patents (1976-2016). Predict the product of the given reaction. (1) Given the reactants Br[C:2]1[C:10]2[S:9][CH:8]=[CH:7][C:6]=2[C:5]([C:11]2[CH:16]=[CH:15][C:14]([O:17][CH3:18])=[CH:13][CH:12]=2)=[CH:4][CH:3]=1.[Li]CCCC.CN([CH:27]=[O:28])C.COC1C=CC(C2C3C=C(C=O)SC=3C=CC=2)=CC=1, predict the reaction product. The product is: [CH3:18][O:17][C:14]1[CH:15]=[CH:16][C:11]([C:5]2[C:6]3[CH:7]=[CH:8][S:9][C:10]=3[C:2]([CH:27]=[O:28])=[CH:3][CH:4]=2)=[CH:12][CH:13]=1. (2) Given the reactants Cl[C:2]1[C:11]([C:12]([OH:14])=[O:13])=[CH:10][C:9]2[C:4](=[CH:5][CH:6]=[C:7]([Cl:15])[CH:8]=2)[N:3]=1.[CH3:16][CH:17]([NH2:21])[C:18]([OH:20])=[O:19], predict the reaction product. The product is: [C:18]([CH:17]([NH:21][C:2]1[C:11]([C:12]([OH:14])=[O:13])=[CH:10][C:9]2[C:4](=[CH:5][CH:6]=[C:7]([Cl:15])[CH:8]=2)[N:3]=1)[CH3:16])([OH:20])=[O:19]. (3) Given the reactants [Br:1][C:2]1[CH:3]=[CH:4][C:5]2[N:11]=[CH:10][C:9]3[C:12]([CH3:16])=[CH:13][CH:14]=[CH:15][C:8]=3[O:7][C:6]=2[CH:17]=1.CO/[CH:20]=[CH:21]/[C:22]([O:24][Si](C)(C)C)=[CH2:23].C1COCC1.Cl, predict the reaction product. The product is: [Br:1][C:2]1[CH:3]=[CH:4][C:5]2[N:11]3[CH:20]=[CH:21][C:22](=[O:24])[CH2:23][CH:10]3[C:9]3[C:12]([CH3:16])=[CH:13][CH:14]=[CH:15][C:8]=3[O:7][C:6]=2[CH:17]=1. (4) Given the reactants [N+:1]([C:4]1[CH:11]=[CH:10][CH:9]=[CH:8][C:5]=1[CH:6]=[O:7])([O-:3])=[O:2].[CH2:12]([OH:16])[CH2:13][CH2:14][CH3:15].O.[C:18]1(C)[CH:23]=CC(S(O)(=O)=O)=[CH:20][CH:19]=1, predict the reaction product. The product is: [CH2:23]([O:7][CH:6]([O:16][CH2:12][CH2:13][CH2:14][CH3:15])[C:5]1[CH:8]=[CH:9][CH:10]=[CH:11][C:4]=1[N+:1]([O-:3])=[O:2])[CH2:18][CH2:19][CH3:20].